This data is from Orexin1 receptor HTS with 218,158 compounds and 233 confirmed actives. The task is: Binary Classification. Given a drug SMILES string, predict its activity (active/inactive) in a high-throughput screening assay against a specified biological target. (1) The drug is Clc1c(C(NC(=O)CCc2ccccc2)C)cc2OCCOc2c1. The result is 0 (inactive). (2) The drug is S(CC(=O)Nc1c(OC)cc(NC(=O)c2occc2)c(OC)c1)c1[nH]c(c2ccc(F)cc2)cn1. The result is 0 (inactive). (3) The molecule is s1c2CCCCC(=N/O)/c2cc1CCCC. The result is 0 (inactive). (4) The molecule is S1C2(N(C(C1)C(=O)Nc1ccc(S(=O)(=O)N3CCCCC3)cc1)C(=O)CC2)C. The result is 0 (inactive).